From a dataset of Catalyst prediction with 721,799 reactions and 888 catalyst types from USPTO. Predict which catalyst facilitates the given reaction. Reactant: [CH3:1][C:2]([CH3:5])([O-:4])[CH3:3].[Li+].[C:7]1([CH3:16])[CH:12]=[CH:11][C:10]([C:13](Cl)=[O:14])=[CH:9][CH:8]=1. Product: [CH3:16][C:7]1[CH:12]=[CH:11][C:10]([C:13]([O:4][C:2]([CH3:5])([CH3:3])[CH3:1])=[O:14])=[CH:9][CH:8]=1. The catalyst class is: 30.